This data is from Forward reaction prediction with 1.9M reactions from USPTO patents (1976-2016). The task is: Predict the product of the given reaction. (1) Given the reactants [Si]([N:5]=[N+:6]=[N-:7])(C)(C)C.C([C:10]1[CH:19]=[CH:18][CH:17]=[C:16]2[C:11]=1[CH:12]=[CH:13][C:14]([O:47][CH3:48])=[C:15]2[CH2:20][N:21]1[C:27](=[O:28])[C@@H:26]([NH:29][C:30](=[O:42])[C@@H:31]([N:33]([CH3:41])[C:34](=[O:40])[O:35][C:36]([CH3:39])([CH3:38])[CH3:37])[CH3:32])[CH2:25][CH2:24][C:23]2[CH:43]=[CH:44][CH:45]=[CH:46][C:22]1=2)#N.[CH3:49][N:50](C=O)C, predict the reaction product. The product is: [CH3:48][O:47][C:14]1[CH:13]=[CH:12][C:11]2[C:10](=[CH:19][CH:18]=[C:17]([C:49]3[NH:50][N:7]=[N:6][N:5]=3)[CH:16]=2)[C:15]=1[CH2:20][N:21]1[C:27](=[O:28])[C@@H:26]([NH:29][C:30](=[O:42])[C@@H:31]([N:33]([CH3:41])[C:34](=[O:40])[O:35][C:36]([CH3:37])([CH3:38])[CH3:39])[CH3:32])[CH2:25][CH2:24][C:23]2[CH:43]=[CH:44][CH:45]=[CH:46][C:22]1=2. (2) Given the reactants C(O)(=O)C.CN(C)[CH:7]=[CH:8][CH:9]=O.[CH:12]([C:15]1[C:16]([NH2:21])=[N:17][NH:18][C:19]=1[NH2:20])([CH3:14])[CH3:13], predict the reaction product. The product is: [CH:12]([C:15]1[C:16]([NH2:21])=[N:17][N:18]2[CH:9]=[CH:8][CH:7]=[N:20][C:19]=12)([CH3:14])[CH3:13]. (3) Given the reactants [CH2:1]([N:3]([CH2:7][C:8]1[CH:13]=[C:12]([C:14]([F:17])([F:16])[F:15])[CH:11]=[CH:10][C:9]=1B1OC(C)(C)C(C)(C)O1)[C:4](=[O:6])[CH3:5])[CH3:2].[CH3:27][O:28][C:29](=[O:39])[CH2:30][C:31]1[CH:36]=[C:35]([Cl:37])[CH:34]=[C:33](Br)[CH:32]=1, predict the reaction product. The product is: [CH3:27][O:28][C:29](=[O:39])[CH2:30][C:31]1[CH:32]=[C:33]([C:9]2[CH:10]=[CH:11][C:12]([C:14]([F:15])([F:16])[F:17])=[CH:13][C:8]=2[CH2:7][N:3]([C:4](=[O:6])[CH3:5])[CH2:1][CH3:2])[CH:34]=[C:35]([Cl:37])[CH:36]=1. (4) Given the reactants CO[C:3](=[O:23])[C:4]1[CH:9]=[CH:8][CH:7]=[C:6]([N:10]2[C:14]([CH2:15][O:16][CH:17]3[CH2:22][CH2:21][CH2:20][CH2:19][O:18]3)=[N:13][CH:12]=[N:11]2)[CH:5]=1.N1(C2C=[C:31](C=CC=2)[C:32]([O:34]C)=[O:33])C=NC=N1.O.[C:40](OCC)(=O)[CH3:40].[CH3:49][CH2:50][CH2:51][CH2:49][CH2:50][CH3:51], predict the reaction product. The product is: [C:50]([O:34][C:32](=[O:33])[CH2:31][C:3](=[O:23])[C:4]1[CH:9]=[CH:8][CH:7]=[C:6]([N:10]2[C:14]([CH2:15][O:16][CH:17]3[CH2:22][CH2:21][CH2:20][CH2:19][O:18]3)=[N:13][CH:12]=[N:11]2)[CH:5]=1)([CH3:49])([CH3:51])[CH3:40]. (5) Given the reactants F[C:2]1[C:3]([C:8]2[N:13]=[C:12]([CH3:14])[N:11]=[C:10]([S:15][CH3:16])[N:9]=2)=[N:4][CH:5]=[CH:6][N:7]=1.[NH2:17][C:18]1[CH:19]=[CH:20][C:21]([O:24][CH3:25])=[N:22][CH:23]=1.C(N(CC)C(C)C)(C)C, predict the reaction product. The product is: [CH3:25][O:24][C:21]1[N:22]=[CH:23][C:18]([NH:17][C:2]2[C:3]([C:8]3[N:13]=[C:12]([CH3:14])[N:11]=[C:10]([S:15][CH3:16])[N:9]=3)=[N:4][CH:5]=[CH:6][N:7]=2)=[CH:19][CH:20]=1. (6) Given the reactants [Cl:1][C:2]1[N:7]=[C:6](Cl)[C:5]([Cl:9])=[CH:4][N:3]=1.C(=O)([O-])[O-].[K+].[K+].[O:16]1[CH2:21][CH2:20][N:19]([C:22]2[CH:28]=[CH:27][C:25]([NH2:26])=[CH:24][CH:23]=2)[CH2:18][CH2:17]1.O, predict the reaction product. The product is: [Cl:1][C:2]1[N:7]=[C:6]([NH:26][C:25]2[CH:24]=[CH:23][C:22]([N:19]3[CH2:20][CH2:21][O:16][CH2:17][CH2:18]3)=[CH:28][CH:27]=2)[C:5]([Cl:9])=[CH:4][N:3]=1. (7) Given the reactants CN(C(ON1N=NC2C=CC=NC1=2)=[N+](C)C)C.F[P-](F)(F)(F)(F)F.[O:25]=[C:26]1[C:35]2[CH2:34][CH2:33][NH:32][CH2:31][C:30]=2[NH:29][C:28]2[CH:36]=[CH:37][CH:38]=[C:39]([C:40]([O:42][CH3:43])=[O:41])[C:27]1=2.[CH3:44][C:45]1([C:48](O)=[O:49])[CH2:47][CH2:46]1.C(N(C(C)C)CC)(C)C, predict the reaction product. The product is: [CH3:44][C:45]1([C:48]([N:32]2[CH2:31][C:30]3[NH:29][C:28]4[CH:36]=[CH:37][CH:38]=[C:39]([C:40]([O:42][CH3:43])=[O:41])[C:27]=4[C:26](=[O:25])[C:35]=3[CH2:34][CH2:33]2)=[O:49])[CH2:47][CH2:46]1.